Dataset: Forward reaction prediction with 1.9M reactions from USPTO patents (1976-2016). Task: Predict the product of the given reaction. Given the reactants [Cl:1][C:2]1[CH:3]=[C:4]([CH:9]=[C:10](Cl)[N:11]=1)[C:5]([O:7][CH3:8])=[O:6].C(P(C(C)(C)C)C1C=CC=CC=1C1C=CC=CC=1)(C)(C)C.[Na+].[CH3:35][S:36]([NH-:39])(=[O:38])=[O:37], predict the reaction product. The product is: [CH3:8][O:7][C:5](=[O:6])[C:4]1[CH:9]=[C:10]([NH:39][S:36]([CH3:35])(=[O:38])=[O:37])[N:11]=[C:2]([Cl:1])[CH:3]=1.